From a dataset of Forward reaction prediction with 1.9M reactions from USPTO patents (1976-2016). Predict the product of the given reaction. (1) Given the reactants C1(B(O)O)C=CC=CC=1.[O-]P([O-])([O-])=O.[K+].[K+].[K+].O.O=P12OP3(OP(OP(O3)(O1)=O)(=O)O2)=O.I[C:34]1[CH:39]=[CH:38][C:37]([O:40][CH3:41])=[CH:36][CH:35]=1.[C:42]1([CH3:48])[CH:47]=[CH:46][CH:45]=[CH:44][CH:43]=1, predict the reaction product. The product is: [CH3:41][O:40][C:37]1[CH:36]=[C:35]([C:45]2[CH:46]=[CH:47][C:42]([CH3:48])=[CH:43][CH:44]=2)[CH:34]=[CH:39][CH:38]=1. (2) Given the reactants [O-:1][S:2](S([O-])=O)=[O:3].[Na+].[Na+].O.[CH:10]([C:13]([C:16]([C:19]([C:22]([C:25]([CH2:28]I)([F:27])[F:26])([F:24])[F:23])([F:21])[F:20])([F:18])[F:17])([F:15])[F:14])([F:12])[F:11], predict the reaction product. The product is: [CH:10]([C:13]([C:16]([C:19]([C:22]([C:25]([CH2:28][S:2]([OH:1])=[O:3])([F:26])[F:27])([F:23])[F:24])([F:20])[F:21])([F:18])[F:17])([F:15])[F:14])([F:12])[F:11]. (3) Given the reactants Cl[S:2]([C:5]1[CH:6]=[C:7]([CH:11]=[CH:12][CH:13]=1)[C:8]([OH:10])=O)(=[O:4])=[O:3].[Cl:14][C:15]1[CH:21]=[CH:20][C:18]([NH2:19])=[CH:17][CH:16]=1.[NH2:22][C:23]1[CH:32]=[CH:31][C:30]([Cl:33])=[CH:29][C:24]=1[C:25]([O:27]C)=[O:26], predict the reaction product. The product is: [Cl:33][C:30]1[CH:31]=[CH:32][C:23]([NH:22][C:8](=[O:10])[C:7]2[CH:11]=[CH:12][CH:13]=[C:5]([S:2](=[O:3])(=[O:4])[NH:19][C:18]3[CH:20]=[CH:21][C:15]([Cl:14])=[CH:16][CH:17]=3)[CH:6]=2)=[C:24]([CH:29]=1)[C:25]([OH:27])=[O:26]. (4) Given the reactants [CH3:1][Si:2]([C:5]#[CH:6])([CH3:4])[CH3:3].C([Li])CCC.[CH2:12]([O:19][C:20]([N:22]1[CH2:27][CH2:26][C:25](=[O:28])[CH2:24][CH2:23]1)=[O:21])[C:13]1[CH:18]=[CH:17][CH:16]=[CH:15][CH:14]=1, predict the reaction product. The product is: [CH2:12]([O:19][C:20]([N:22]1[CH2:27][CH2:26][C:25]([OH:28])([C:6]#[C:5][Si:2]([CH3:4])([CH3:3])[CH3:1])[CH2:24][CH2:23]1)=[O:21])[C:13]1[CH:18]=[CH:17][CH:16]=[CH:15][CH:14]=1. (5) Given the reactants [O:1]=[C:2]1[C:10]2[C:5](=[CH:6][CH:7]=[CH:8][CH:9]=2)[C:4](=[O:11])[N:3]1[C:12]1[CH:21]=[C:20]2[C:15]([CH2:16][CH2:17][CH:18]([N:22]3[CH2:27][CH2:26][N:25](C(OC(C)(C)C)=O)[CH2:24][CH2:23]3)[CH2:19]2)=[CH:14][CH:13]=1.[C:35](O)([C:37]([F:40])([F:39])[F:38])=[O:36].FC(F)(F)C(OC(=O)C(F)(F)F)=O, predict the reaction product. The product is: [F:38][C:37]([F:40])([F:39])[C:35]([N:25]1[CH2:26][CH2:27][N:22]([CH:18]2[CH2:19][C:20]3[CH:21]=[C:12]([N:3]4[C:4](=[O:11])[C:5]5[C:10](=[CH:9][CH:8]=[CH:7][CH:6]=5)[C:2]4=[O:1])[CH:13]=[CH:14][C:15]=3[CH2:16][CH2:17]2)[CH2:23][CH2:24]1)=[O:36].